From a dataset of Full USPTO retrosynthesis dataset with 1.9M reactions from patents (1976-2016). Predict the reactants needed to synthesize the given product. (1) Given the product [CH3:1][C:2]([CH3:24])([CH3:23])[CH2:3][CH2:4][C@H:5]1[CH2:10][C@@H:9]([C:11]2[O:18][NH:28][C:13](=[O:14])[CH:12]=2)[CH2:8][CH2:7][N:6]1[C:19]([O:21][CH3:22])=[O:20], predict the reactants needed to synthesize it. The reactants are: [CH3:1][C:2]([CH3:24])([CH3:23])[CH2:3][CH2:4][C@H:5]1[CH2:10][C@@H:9]([C:11](=[O:18])[CH2:12][C:13](OCC)=[O:14])[CH2:8][CH2:7][N:6]1[C:19]([O:21][CH3:22])=[O:20].[OH-].[Na+].Cl.[NH2:28]O.Cl. (2) Given the product [NH:24]([C:7]([O:9][CH2:10][CH:11]1[C:12]2[C:17](=[CH:16][CH:15]=[CH:14][CH:13]=2)[C:18]2[C:23]1=[CH:22][CH:21]=[CH:20][CH:19]=2)=[O:8])[CH2:25][C:26]([OH:28])=[O:27].[CH2:56]1[C:55]2[C:54](=[CH:53][CH:2]=[CH:3][CH:4]=2)[CH2:59][CH:58]([CH2:60][C:7]([OH:9])=[O:8])[NH:57]1, predict the reactants needed to synthesize it. The reactants are: N1CC[CH2:4][CH2:3][CH2:2]1.[C:7]([NH:24][CH2:25][C:26]([OH:28])=[O:27])([O:9][CH2:10][CH:11]1[C:23]2[C:18](=[CH:19][CH:20]=[CH:21][CH:22]=2)[C:17]2[C:12]1=[CH:13][CH:14]=[CH:15][CH:16]=2)=[O:8].CN(C(ON1N=NC2C=CC=NC1=2)=[N+](C)C)C.F[P-](F)(F)(F)(F)F.[CH3:53][C:54]1[CH:59]=[C:58]([CH3:60])[N:57]=[C:56](C)[CH:55]=1. (3) Given the product [Cl:1][C:2]1[CH:3]=[C:4]([C:10]2[CH:14]=[CH:13][N:12]([CH2:15][C@@H:16]([NH:18][C:19]([C:21]3[N:22]=[C:23]([CH3:31])[N:24]([CH2:26][CH2:27][C:28]([OH:30])([CH3:32])[CH3:29])[CH:25]=3)=[O:20])[CH3:17])[N:11]=2)[CH:5]=[CH:6][C:7]=1[C:8]#[N:9], predict the reactants needed to synthesize it. The reactants are: [Cl:1][C:2]1[CH:3]=[C:4]([C:10]2[CH:14]=[CH:13][N:12]([CH2:15][C@@H:16]([NH:18][C:19]([C:21]3[N:22]=[C:23]([CH3:31])[N:24]([CH2:26][CH2:27][C:28](=[O:30])[CH3:29])[CH:25]=3)=[O:20])[CH3:17])[N:11]=2)[CH:5]=[CH:6][C:7]=1[C:8]#[N:9].[CH3:32][Mg]Br. (4) Given the product [C:1]([C:3]1[C:4]([N:23]2[CH2:24][CH2:25][CH:26]([C:29]([O:31][C:32]([CH3:34])([CH3:35])[CH3:33])=[O:30])[CH2:27][CH2:28]2)=[N:5][C:6]([CH2:16][N:17]2[CH2:21][CH2:20][CH2:19][C:18]2=[O:22])=[C:7]([C:9]2[O:14][C:12]([CH2:13][CH3:37])=[CH:11][N:10]=2)[CH:8]=1)#[N:2], predict the reactants needed to synthesize it. The reactants are: [C:1]([C:3]1[C:4]([N:23]2[CH2:28][CH2:27][CH:26]([C:29]([O:31][C:32]([CH3:35])([CH3:34])[CH3:33])=[O:30])[CH2:25][CH2:24]2)=[N:5][C:6]([CH2:16][N:17]2[CH2:21][CH2:20][CH2:19][C:18]2=[O:22])=[C:7]([C:9](=O)[NH:10][CH2:11][C:12](=[O:14])[CH3:13])[CH:8]=1)#[N:2].N1C=CC=C[CH:37]=1.ClC(Cl)(Cl)C(Cl)=O.Cl. (5) Given the product [NH:31]1[C:39]2[C:34](=[CH:35][CH:36]=[C:37]([C:16]3[CH:17]=[C:18]4[C:13](=[CH:14][CH:15]=3)[N:12]=[C:11]([N:9]3[CH:10]=[C:6]([C:4]([OH:3])=[O:5])[CH:7]=[N:8]3)[NH:20][C:19]4=[O:29])[CH:38]=2)[CH:33]=[CH:32]1, predict the reactants needed to synthesize it. The reactants are: C([O:3][C:4]([C:6]1[CH:7]=[N:8][N:9]([C:11]2[N:20](COCC[Si](C)(C)C)[C:19](=[O:29])[C:18]3[C:13](=[CH:14][CH:15]=[C:16](I)[CH:17]=3)[N:12]=2)[CH:10]=1)=[O:5])C.[NH:31]1[C:39]2[C:34](=[CH:35][CH:36]=[C:37](B(O)O)[CH:38]=2)[CH:33]=[CH:32]1. (6) Given the product [Cl:1][C:2]1[N:7]=[C:6]([C@@:8]([NH:16][S@@:17]([C:19]([CH3:22])([CH3:21])[CH3:20])=[O:18])([CH2:9][CH2:10][OH:11])[CH3:15])[C:5]([F:23])=[CH:4][CH:3]=1, predict the reactants needed to synthesize it. The reactants are: [Cl:1][C:2]1[N:7]=[C:6]([C@:8]([NH:16][S@@:17]([C:19]([CH3:22])([CH3:21])[CH3:20])=[O:18])([CH3:15])[CH2:9][C:10](OCC)=[O:11])[C:5]([F:23])=[CH:4][CH:3]=1.[BH4-].[Li+].CCO.[NH4+].[Cl-]. (7) Given the product [Cl:23][C:24]1[CH:33]=[CH:32][C:27]2[N:28]=[C:29]([NH:31][C:13](=[O:15])/[C:12](/[C:4]3[CH:5]=[CH:6][C:7]([S:8]([CH3:11])(=[O:9])=[O:10])=[C:2]([Cl:1])[CH:3]=3)=[N:16]/[O:17][CH:18]3[CH2:22][CH2:21][CH2:20][CH2:19]3)[S:30][C:26]=2[CH:25]=1, predict the reactants needed to synthesize it. The reactants are: [Cl:1][C:2]1[CH:3]=[C:4](/[C:12](=[N:16]\[O:17][CH:18]2[CH2:22][CH2:21][CH2:20][CH2:19]2)/[C:13]([OH:15])=O)[CH:5]=[CH:6][C:7]=1[S:8]([CH3:11])(=[O:10])=[O:9].[Cl:23][C:24]1[CH:33]=[CH:32][C:27]2[N:28]=[C:29]([NH2:31])[S:30][C:26]=2[CH:25]=1.C(N(CC)C(C)C)(C)C. (8) Given the product [CH3:18][N:9]1[C:7]2[NH:8][C:3](=[O:2])[CH:4]=[C:5]([C:19]([F:21])([F:20])[F:22])[C:6]=2[C:11]([C:12]2[CH:17]=[CH:16][CH:15]=[CH:14][CH:13]=2)=[CH:10]1, predict the reactants needed to synthesize it. The reactants are: C[O:2][C:3]1[N:8]=[C:7]2[N:9]([CH3:18])[CH:10]=[C:11]([C:12]3[CH:17]=[CH:16][CH:15]=[CH:14][CH:13]=3)[C:6]2=[C:5]([C:19]([F:22])([F:21])[F:20])[CH:4]=1.C[Si](I)(C)C.